Dataset: Catalyst prediction with 721,799 reactions and 888 catalyst types from USPTO. Task: Predict which catalyst facilitates the given reaction. (1) The catalyst class is: 388. Reactant: [C:1]([O:8][CH3:9])(=[O:7])[CH2:2][C:3]([O:5][CH3:6])=[O:4].CCN(C(C)C)C(C)C.CO[CH:21]1[N:25]([C:26]([O:28][C:29]([CH3:32])([CH3:31])[CH3:30])=[O:27])[C:24]([CH3:34])([CH3:33])[CH2:23][CH2:22]1.[NH4+].[Cl-]. Product: [C:29]([O:28][C:26]([N:25]1[C:24]([CH3:34])([CH3:33])[CH2:23][CH2:22][CH:21]1[CH:2]([C:1]([O:8][CH3:9])=[O:7])[C:3]([O:5][CH3:6])=[O:4])=[O:27])([CH3:32])([CH3:30])[CH3:31]. (2) Reactant: Cl.[NH:2]1[CH2:6][CH2:5][C@H:4]([OH:7])[CH2:3]1.C([O-])([O-])=O.[K+].[K+].CS(C)=O.F[C:19]1[CH:26]=[CH:25][CH:24]=[C:23]([C:27]([F:30])([F:29])[F:28])[C:20]=1[CH:21]=[O:22]. Product: [OH:7][C@H:4]1[CH2:5][CH2:6][N:2]([C:19]2[CH:26]=[CH:25][CH:24]=[C:23]([C:27]([F:28])([F:30])[F:29])[C:20]=2[CH:21]=[O:22])[CH2:3]1. The catalyst class is: 25. (3) Reactant: [CH2:1]([O:3][C:4](=[O:33])[CH:5]([C:13]1[C:18]([N+:19]([O-])=O)=[CH:17][N:16]=[C:15]([NH:22][CH:23]2[CH2:28][CH2:27][N:26]([CH2:29][CH2:30][O:31][CH3:32])[CH2:25][CH2:24]2)[N:14]=1)[C:6]([O:8][C:9]([CH3:12])([CH3:11])[CH3:10])=[O:7])[CH3:2]. Product: [CH2:1]([O:3][C:4](=[O:33])[CH:5]([C:13]1[C:18]([NH2:19])=[CH:17][N:16]=[C:15]([NH:22][CH:23]2[CH2:28][CH2:27][N:26]([CH2:29][CH2:30][O:31][CH3:32])[CH2:25][CH2:24]2)[N:14]=1)[C:6]([O:8][C:9]([CH3:11])([CH3:12])[CH3:10])=[O:7])[CH3:2]. The catalyst class is: 515. (4) Product: [Br:1][C:2]1[N:6]2[CH2:7][CH2:8][NH:9][C:10](=[O:11])[C:5]2=[N:4][N:3]=1. Reactant: [Br:1][C:2]1[N:6]2[CH2:7][CH2:8][N:9](C(OC(C)(C)C)=O)[C:10](=[O:11])[C:5]2=[N:4][N:3]=1.C(O)(C(F)(F)F)=O. The catalyst class is: 2.